Dataset: Reaction yield outcomes from USPTO patents with 853,638 reactions. Task: Predict the reaction yield, written as a fraction of the theoretical maximum amount of product (1.0 means a 100% yield; for example, 0.34 means a 34% yield). The reactants are [N:1]1([CH2:6][CH2:7][CH2:8][NH:9][C:10]2[CH:15]=[CH:14][C:13]([NH2:16])=[CH:12][C:11]=2[F:17])[CH:5]=[CH:4][N:3]=[CH:2]1.C[Al](C)C.[NH:22](/[C:26](/[CH3:32])=[CH:27]\[C:28](OC)=[O:29])[C:23]([CH3:25])=O. The catalyst is C(Cl)Cl. The product is [N:1]1([CH2:6][CH2:7][CH2:8][NH:9][C:10]2[CH:15]=[CH:14][C:13]([N:16]3[C:28](=[O:29])[CH:27]=[C:26]([CH3:32])[N:22]=[C:23]3[CH3:25])=[CH:12][C:11]=2[F:17])[CH:5]=[CH:4][N:3]=[CH:2]1. The yield is 0.150.